This data is from Forward reaction prediction with 1.9M reactions from USPTO patents (1976-2016). The task is: Predict the product of the given reaction. (1) Given the reactants [S:1]1[C:5]([C:6](=[O:8])[CH3:7])=[CH:4][C:3]2[CH:9]=[CH:10][CH:11]=[CH:12][C:2]1=2.CO[CH:15](OC)[N:16]([CH3:18])[CH3:17], predict the reaction product. The product is: [S:1]1[C:5]([C:6](=[O:8])/[CH:7]=[CH:15]/[N:16]([CH3:18])[CH3:17])=[CH:4][C:3]2[CH:9]=[CH:10][CH:11]=[CH:12][C:2]1=2. (2) Given the reactants Cl[C:2]1[CH:11]=[C:10]([CH3:12])[C:9]2[C:4](=[CH:5][CH:6]=[CH:7][CH:8]=2)[N:3]=1.[NH2:13][CH:14]1[CH2:19][CH2:18][CH2:17][CH:16]([NH2:20])[CH2:15]1, predict the reaction product. The product is: [CH3:12][C:10]1[C:9]2[C:4](=[CH:5][CH:6]=[CH:7][CH:8]=2)[N:3]=[C:2]([NH:13][CH:14]2[CH2:19][CH2:18][CH2:17][CH:16]([NH2:20])[CH2:15]2)[CH:11]=1. (3) Given the reactants [O:1]1[CH2:6][CH2:5][N:4]([C:7]2[CH:12]=[CH:11][C:10]([NH:13][C:14]3[N:19]=[C:18]([C:20]4[CH:30]=[CH:29][C:23]([C:24]([O:26]CC)=[O:25])=[CH:22][CH:21]=4)[CH:17]=[CH:16][N:15]=3)=[CH:9][CH:8]=2)[CH2:3][CH2:2]1.CO.O1CCCC1.[OH-].[Li+].Cl, predict the reaction product. The product is: [O:1]1[CH2:6][CH2:5][N:4]([C:7]2[CH:12]=[CH:11][C:10]([NH:13][C:14]3[N:19]=[C:18]([C:20]4[CH:30]=[CH:29][C:23]([C:24]([OH:26])=[O:25])=[CH:22][CH:21]=4)[CH:17]=[CH:16][N:15]=3)=[CH:9][CH:8]=2)[CH2:3][CH2:2]1. (4) The product is: [C:22]([O:21][C@@H:14]1[C@H:13]([O:25][CH2:26][C:27]2[CH:28]=[CH:29][CH:30]=[CH:31][CH:32]=2)[C@@H:12]([C@@H:11]([CH2:10][O:9][C:1](=[O:8])[C:2]2[CH:7]=[CH:6][CH:5]=[CH:4][CH:3]=2)[O:33][CH2:34][C:35]2[CH:36]=[CH:37][CH:38]=[CH:39][CH:40]=2)[O:20][C@H:15]1[N:41]1[CH:49]=[C:47]([CH3:48])[C:45](=[O:46])[NH:44][C:42]1=[O:43])(=[O:24])[CH3:23]. Given the reactants [C:1]([O:9][CH2:10][C@@H:11]([O:33][CH2:34][C:35]1[CH:40]=[CH:39][CH:38]=[CH:37][CH:36]=1)[C@H:12]1[O:20][CH:15](OC(=O)C)[C@H:14]([O:21][C:22](=[O:24])[CH3:23])[C@@H:13]1[O:25][CH2:26][C:27]1[CH:32]=[CH:31][CH:30]=[CH:29][CH:28]=1)(=[O:8])[C:2]1[CH:7]=[CH:6][CH:5]=[CH:4][CH:3]=1.[NH:41]1[CH:49]=[C:47]([CH3:48])[C:45](=[O:46])[NH:44][C:42]1=[O:43].O([Si](C)(C)C)S(C(F)(F)F)(=O)=O.C(=O)([O-])O.[Na+], predict the reaction product. (5) Given the reactants [H-].[Na+].Cl.[F:4][C:5]1([F:12])[C:9]([F:11])([F:10])[CH2:8][NH:7][CH2:6]1.Br[CH2:14][C:15]1[CH:24]=[CH:23][C:18]([C:19]([O:21]C)=[O:20])=[CH:17][CH:16]=1.[OH-].[Li+].Cl, predict the reaction product. The product is: [F:4][C:5]1([F:12])[C:9]([F:11])([F:10])[CH2:8][N:7]([CH2:14][C:15]2[CH:24]=[CH:23][C:18]([C:19]([OH:21])=[O:20])=[CH:17][CH:16]=2)[CH2:6]1. (6) Given the reactants Br[C:2]1[C:3]2[CH:10]=[CH:9][CH:8]=[CH:7][C:4]=2[S:5][CH:6]=1.C1(C)C=CC=CC=1.[CH3:18][O:19][C:20]1[CH:25]=[CH:24][C:23](B(O)O)=[CH:22][CH:21]=1, predict the reaction product. The product is: [CH3:18][O:19][C:20]1[CH:25]=[CH:24][C:23]([C:2]2[C:3]3[CH:10]=[CH:9][CH:8]=[CH:7][C:4]=3[S:5][CH:6]=2)=[CH:22][CH:21]=1. (7) Given the reactants [Br:1][C:2]1[N:7]=[CH:6][C:5]([NH:8][C:9]([C:11]2[C:15]([CH2:16]O)=[CH:14][N:13]([C:18]3[CH:23]=[CH:22][C:21]([Cl:24])=[CH:20][CH:19]=3)[N:12]=2)=[O:10])=[CH:4][CH:3]=1.CS([Cl:29])(=O)=O.CCN(C(C)C)C(C)C, predict the reaction product. The product is: [Br:1][C:2]1[N:7]=[CH:6][C:5]([NH:8][C:9]([C:11]2[C:15]([CH2:16][Cl:29])=[CH:14][N:13]([C:18]3[CH:23]=[CH:22][C:21]([Cl:24])=[CH:20][CH:19]=3)[N:12]=2)=[O:10])=[CH:4][CH:3]=1.